This data is from Catalyst prediction with 721,799 reactions and 888 catalyst types from USPTO. The task is: Predict which catalyst facilitates the given reaction. (1) Reactant: [CH3:1][O:2][C:3]([C:5]1([CH2:11]I)[CH2:10][CH2:9][O:8][CH2:7][CH2:6]1)=[O:4].[C:13]([O-:16])(=[S:15])[CH3:14].[K+]. Product: [CH3:1][O:2][C:3]([C:5]1([CH2:11][S:15][C:13](=[O:16])[CH3:14])[CH2:10][CH2:9][O:8][CH2:7][CH2:6]1)=[O:4]. The catalyst class is: 35. (2) Product: [Cl:1][C:2]1[N:11]=[C:10]([NH:13][C:14]2[CH:19]=[N:18][C:17]([O:20][CH3:21])=[CH:16][CH:15]=2)[C:9]2[C:4](=[CH:5][CH:6]=[CH:7][CH:8]=2)[N:3]=1. Reactant: [Cl:1][C:2]1[N:11]=[C:10](Cl)[C:9]2[C:4](=[CH:5][CH:6]=[CH:7][CH:8]=2)[N:3]=1.[NH2:13][C:14]1[CH:15]=[CH:16][C:17]([O:20][CH3:21])=[N:18][CH:19]=1.C([O-])(=O)C.[Na+]. The catalyst class is: 13. (3) Reactant: [CH2:1]([O:3][C:4]([C:6]1[N:7]=[C:8]2[CH:17]=[C:16]([C:18]3[CH:23]=[CH:22][CH:21]=[CH:20][CH:19]=3)[C:15]3[C:10](=[CH:11][C:12](I)=[CH:13][CH:14]=3)[N:9]2[CH:25]=1)=[O:5])[CH3:2].[SH:26][C:27]1[CH:28]=[C:29]([C:33]2([C:39]#[N:40])[CH2:38][CH2:37][O:36][CH2:35][CH2:34]2)[CH:30]=[CH:31][CH:32]=1.C1(P(C2C=CC=CC=2)C2C3OC4C(=CC=CC=4P(C4C=CC=CC=4)C4C=CC=CC=4)C(C)(C)C=3C=CC=2)C=CC=CC=1.CCN(C(C)C)C(C)C. Product: [CH2:1]([O:3][C:4]([C:6]1[N:7]=[C:8]2[CH:17]=[C:16]([C:18]3[CH:23]=[CH:22][CH:21]=[CH:20][CH:19]=3)[C:15]3[C:10](=[CH:11][C:12]([S:26][C:27]4[CH:32]=[CH:31][CH:30]=[C:29]([C:33]5([C:39]#[N:40])[CH2:34][CH2:35][O:36][CH2:37][CH2:38]5)[CH:28]=4)=[CH:13][CH:14]=3)[N:9]2[CH:25]=1)=[O:5])[CH3:2]. The catalyst class is: 62. (4) Reactant: [Br:1][C:2]1[CH:3]=[C:4]([CH:8]=[C:9]([Cl:11])[CH:10]=1)[C:5]([NH2:7])=O. Product: [Br:1][C:2]1[CH:3]=[C:4]([CH2:5][NH2:7])[CH:8]=[C:9]([Cl:11])[CH:10]=1. The catalyst class is: 1. (5) Reactant: [CH:1]1([N:5]2[CH2:11][CH2:10][C:9]3[CH:12]=[CH:13][C:14]([O:16][C:17]4[CH:18]=[N:19][C:20]([C:23](O)=[O:24])=[N:21][CH:22]=4)=[CH:15][C:8]=3[CH2:7][CH2:6]2)[CH2:4][CH2:3][CH2:2]1.C(N1C=CN=C1)(N1C=CN=C1)=O.[NH:38]1[CH2:43][CH2:42][O:41][CH2:40][CH2:39]1. Product: [CH:1]1([N:5]2[CH2:11][CH2:10][C:9]3[CH:12]=[CH:13][C:14]([O:16][C:17]4[CH:18]=[N:19][C:20]([C:23]([N:38]5[CH2:43][CH2:42][O:41][CH2:40][CH2:39]5)=[O:24])=[N:21][CH:22]=4)=[CH:15][C:8]=3[CH2:7][CH2:6]2)[CH2:2][CH2:3][CH2:4]1. The catalyst class is: 9. (6) Reactant: Cl.[NH2:2][C:3]1[NH:7][N:6]=[CH:5][C:4]=1[C:8](=[NH:13])[O:9][CH2:10][C:11]#[CH:12].C1(C)C(C)=CC=CC=1.CCN(C(C)C)C(C)C. Product: [CH3:12][C:11]1[N:13]=[C:8]([C:4]2[CH:5]=[N:6][NH:7][C:3]=2[NH2:2])[O:9][CH:10]=1. The catalyst class is: 6. (7) Reactant: Br[C:2]1[S:6][C:5]([CH:7]=[CH:8][C:9]([OH:11])=[O:10])=[CH:4][CH:3]=1.[Cl:12][C:13]1[CH:18]=[CH:17][C:16](B(O)O)=[CH:15][CH:14]=1.C(=O)([O-])[O-].[Na+].[Na+]. Product: [Cl:12][C:13]1[CH:18]=[CH:17][C:16]([C:2]2[S:6][C:5]([CH:7]=[CH:8][C:9]([OH:11])=[O:10])=[CH:4][CH:3]=2)=[CH:15][CH:14]=1. The catalyst class is: 104.